From a dataset of Reaction yield outcomes from USPTO patents with 853,638 reactions. Predict the reaction yield, written as a fraction of the theoretical maximum amount of product (1.0 means a 100% yield; for example, 0.34 means a 34% yield). (1) The reactants are C(OC([N:8]1[CH2:13][CH2:12][CH:11]([N:14]2[CH2:18][CH2:17][C@@H:16]([CH2:19][C:20]3[C:25]([Cl:26])=[CH:24][C:23]([C:27]4[CH:32]=[CH:31][C:30]([F:33])=[CH:29][CH:28]=4)=[CH:22][C:21]=3[Cl:34])[C:15]2=[O:35])[CH2:10][CH2:9]1)=O)(C)(C)C.[F:36][C:37]([F:42])([F:41])[C:38]([OH:40])=[O:39]. The catalyst is C(Cl)Cl. The product is [F:36][C:37]([F:42])([F:41])[C:38]([OH:40])=[O:39].[Cl:34][C:21]1[CH:22]=[C:23]([C:27]2[CH:28]=[CH:29][C:30]([F:33])=[CH:31][CH:32]=2)[CH:24]=[C:25]([Cl:26])[C:20]=1[CH2:19][C@@H:16]1[CH2:17][CH2:18][N:14]([CH:11]2[CH2:12][CH2:13][NH:8][CH2:9][CH2:10]2)[C:15]1=[O:35]. The yield is 0.850. (2) The reactants are [CH2:1]([N:4]([CH2:12][C:13]([C:15]1[S:19][N:18]=[CH:17][CH:16]=1)=O)[C:5](=[O:11])[O:6][C:7]([CH3:10])([CH3:9])[CH3:8])[CH:2]=[CH2:3].[CH3:20][O:21][C:22]1[CH:27]=[CH:26][C:25]([CH2:28][NH:29][OH:30])=[CH:24][CH:23]=1.C(N(C(C)C)CC)(C)C.C(O)(=O)CC(CC(O)=O)(C(O)=O)O. The catalyst is C1(C)C=CC=CC=1.C(OCC)(=O)C.O. The product is [S:19]1[C:15]([C:13]23[CH2:12][N:4]([C:5]([O:6][C:7]([CH3:10])([CH3:9])[CH3:8])=[O:11])[CH2:1][CH:2]2[CH2:3][O:30][N:29]3[CH2:28][C:25]2[CH:26]=[CH:27][C:22]([O:21][CH3:20])=[CH:23][CH:24]=2)=[CH:16][CH:17]=[N:18]1. The yield is 0.822. (3) The reactants are [OH:1][CH:2]1[CH:7]([NH:8][C:9](=[O:15])[O:10][C:11]([CH3:14])([CH3:13])[CH3:12])[CH:6]=[C:5]([C:16]2[CH:21]=[CH:20][N:19]=[CH:18][C:17]=2[N+:22]([O-:24])=[O:23])[CH2:4][CH2:3]1.C(N(CC)CC)C.[CH3:32][S:33](Cl)(=[O:35])=[O:34]. The catalyst is C(Cl)Cl.C(OCC)(=O)C. The product is [CH3:32][S:33]([O:1][CH:2]1[CH2:3][CH2:4][C:5]([C:16]2[CH:21]=[CH:20][N:19]=[CH:18][C:17]=2[N+:22]([O-:24])=[O:23])=[CH:6][CH:7]1[NH:8][C:9]([O:10][C:11]([CH3:12])([CH3:13])[CH3:14])=[O:15])(=[O:35])=[O:34]. The yield is 0.850. (4) The reactants are [NH2:1][CH2:2][C:3]1[C:4]([NH:12][C:13]2[C:18]([F:19])=[CH:17][CH:16]=[CH:15][C:14]=2[F:20])=[N:5][C:6]([S:10][CH3:11])=[N:7][C:8]=1[Cl:9].[C:21](C1NC=CN=1)(C1NC=CN=1)=[O:22]. The catalyst is C(Cl)Cl. The product is [Cl:9][C:8]1[N:7]=[C:6]([S:10][CH3:11])[N:5]=[C:4]2[N:12]([C:13]3[C:14]([F:20])=[CH:15][CH:16]=[CH:17][C:18]=3[F:19])[C:21](=[O:22])[NH:1][CH2:2][C:3]=12. The yield is 0.810.